The task is: Predict the product of the given reaction.. This data is from Forward reaction prediction with 1.9M reactions from USPTO patents (1976-2016). The product is: [CH3:1][C:2]1[C:3]([C:22]2[CH:27]=[CH:26][CH:25]=[CH:24][CH:23]=2)=[C:4]([O:14][C:15]2[CH:20]=[CH:19][C:18]([O:21][CH2:35][CH2:36][O:37][CH2:38][CH2:39][OH:40])=[CH:17][CH:16]=2)[C:5]2[C:10]([CH:11]=1)=[CH:9][C:8]([O:12][CH3:13])=[CH:7][CH:6]=2. Given the reactants [CH3:1][C:2]1[C:3]([C:22]2[CH:27]=[CH:26][CH:25]=[CH:24][CH:23]=2)=[C:4]([O:14][C:15]2[CH:20]=[CH:19][C:18]([OH:21])=[CH:17][CH:16]=2)[C:5]2[C:10]([CH:11]=1)=[CH:9][C:8]([O:12][CH3:13])=[CH:7][CH:6]=2.C([O-])([O-])=O.[Cs+].[Cs+].Cl[CH2:35][CH2:36][O:37][CH2:38][CH2:39][OH:40], predict the reaction product.